From a dataset of Full USPTO retrosynthesis dataset with 1.9M reactions from patents (1976-2016). Predict the reactants needed to synthesize the given product. (1) Given the product [NH2:22][C:2]1[CH:3]=[CH:4][C:5]([F:21])=[C:6]([C@:8]2([CH2:19][F:20])[C@H:14]3[C@:12]([CH2:15][O:16][CH3:17])([CH2:13]3)[S:11][C:10]([NH2:18])=[N:9]2)[CH:7]=1, predict the reactants needed to synthesize it. The reactants are: Br[C:2]1[CH:3]=[CH:4][C:5]([F:21])=[C:6]([C@:8]2([CH2:19][F:20])[C@H:14]3[C@:12]([CH2:15][O:16][CH3:17])([CH2:13]3)[S:11][C:10]([NH2:18])=[N:9]2)[CH:7]=1.[N-:22]=[N+]=[N-].[Na+].O=C1O[C@H]([C@H](CO)O)C([O-])=C1O.[Na+].CN[C@@H]1CCCC[C@H]1NC.CP(C)C. (2) Given the product [CH3:16][O:17][C:6]1[CH:7]=[N+:8]([O-:38])[C:9]2[C:4]([CH:5]=1)=[CH:3][C:12]([O:13][CH3:14])=[CH:11][CH:10]=2, predict the reactants needed to synthesize it. The reactants are: CO[C:3]1[CH:4]=[C:5]2[C:10](=[CH:11][C:12]=1[O:13][CH3:14])[C:9](C)=[N:8][CH:7]=[CH:6]2.[CH3:16][O:17]C1C([N+]([O-])=O)=C2C(=C([N+]([O-])=O)C=1OC)C(C)=NC=C2.C(OCCCC)=[O:38]. (3) Given the product [CH2:1]([O:8][C:9]([C:11]1[N:12]=[C:13]([C:37]2[CH:38]=[CH:39][C:40]([F:43])=[CH:41][CH:42]=2)[N:14]([CH2:19][CH2:20][C@@H:21]2[CH2:26][C@@H:25]([OH:24])[CH2:27][C:28](=[O:30])[O:22]2)[C:15]=1[CH:16]([CH3:17])[CH3:18])=[O:10])[C:2]1[CH:3]=[CH:4][CH:5]=[CH:6][CH:7]=1, predict the reactants needed to synthesize it. The reactants are: [CH2:1]([O:8][C:9]([C:11]1[N:12]=[C:13]([C:37]2[CH:42]=[CH:41][C:40]([F:43])=[CH:39][CH:38]=2)[N:14]([CH2:19][CH2:20][C@@H:21]2[CH2:26][C@H:25]([CH2:27][C:28]([O:30]C(C)(C)C)=O)[O:24]C(C)(C)[O:22]2)[C:15]=1[CH:16]([CH3:18])[CH3:17])=[O:10])[C:2]1[CH:7]=[CH:6][CH:5]=[CH:4][CH:3]=1.C(O)(C(F)(F)F)=O.